This data is from Catalyst prediction with 721,799 reactions and 888 catalyst types from USPTO. The task is: Predict which catalyst facilitates the given reaction. (1) Reactant: [Cl:1][CH:2](Cl)[C:3]1[S:4][CH2:5][CH:6]([C:8]([O:10][CH3:11])=[O:9])[N:7]=1.C[O-].[Na+]. Product: [Cl:1][CH2:2][C:3]1[S:4][CH:5]=[C:6]([C:8]([O:10][CH3:11])=[O:9])[N:7]=1. The catalyst class is: 5. (2) Reactant: [CH:1](/[C:9]1[N:19]=[CH:18][C:12]2[O:13][CH2:14][C:15](=[O:17])[NH:16][C:11]=2[CH:10]=1)=C\C1C=CC=CC=1.C[OH:21]. Product: [O:17]=[C:15]1[CH2:14][O:13][C:12]2[CH:18]=[N:19][C:9]([CH:1]=[O:21])=[CH:10][C:11]=2[NH:16]1. The catalyst class is: 4. (3) Reactant: [Cl:1][C:2]1[CH:7]=[CH:6][C:5]([C:8]2[N:9]=[C:10]([C:24]([O:26][C:27]([CH3:30])([CH3:29])[CH3:28])=[O:25])[C:11]([C:21](O)=[O:22])=[N:12][C:13]=2[C:14]2[CH:19]=[CH:18][C:17]([Cl:20])=[CH:16][CH:15]=2)=[CH:4][CH:3]=1.[NH2:31][C:32]1([CH2:37][OH:38])[CH2:36][CH2:35][CH2:34][CH2:33]1.C(N(CC)CC)C.C1CN([P+](ON2N=NC3C=CC=CC2=3)(N2CCCC2)N2CCCC2)CC1.F[P-](F)(F)(F)(F)F. Product: [C:27]([O:26][C:24]([C:10]1[C:11]([C:21](=[O:22])[NH:31][C:32]2([CH2:37][OH:38])[CH2:36][CH2:35][CH2:34][CH2:33]2)=[N:12][C:13]([C:14]2[CH:19]=[CH:18][C:17]([Cl:20])=[CH:16][CH:15]=2)=[C:8]([C:5]2[CH:4]=[CH:3][C:2]([Cl:1])=[CH:7][CH:6]=2)[N:9]=1)=[O:25])([CH3:28])([CH3:30])[CH3:29]. The catalyst class is: 96. (4) Reactant: B(Br)(Br)Br.[CH2:5]([C:7]1[CH:8]=[C:9]([C:15]([C:17]2[CH:22]=[CH:21][CH:20]=[CH:19][CH:18]=2)=[O:16])[C:10]([O:13]C)=[N:11][CH:12]=1)[CH3:6].O. The catalyst class is: 2. Product: [CH2:5]([C:7]1[CH:8]=[C:9]([C:15]([C:17]2[CH:22]=[CH:21][CH:20]=[CH:19][CH:18]=2)=[O:16])[C:10]([OH:13])=[N:11][CH:12]=1)[CH3:6]. (5) Product: [Cl:21][C:22]1[CH:27]=[C:26]([C:2]2[C:10]3[C:5](=[CH:6][C:7]([S:11]([NH:14][C:15]4[CH:19]=[CH:18][O:17][N:16]=4)(=[O:13])=[O:12])=[CH:8][CH:9]=3)[N:4]([CH3:20])[CH:3]=2)[C:25]([O:31][CH3:32])=[CH:24][C:23]=1[C:33]1[CH:38]=[CH:37][CH:36]=[C:35]([F:39])[CH:34]=1. Reactant: Br[C:2]1[C:10]2[C:5](=[CH:6][C:7]([S:11]([NH:14][C:15]3[CH:19]=[CH:18][O:17][N:16]=3)(=[O:13])=[O:12])=[CH:8][CH:9]=2)[N:4]([CH3:20])[CH:3]=1.[Cl:21][C:22]1[CH:27]=[C:26](B(O)O)[C:25]([O:31][CH3:32])=[CH:24][C:23]=1[C:33]1[CH:38]=[CH:37][CH:36]=[C:35]([F:39])[CH:34]=1.C(=O)([O-])[O-].[K+].[K+]. The catalyst class is: 73. (6) Reactant: [C:1]([O:5][C:6](=[O:15])[NH:7][C@@H:8]([CH2:13][OH:14])[C:9]([CH3:12])([CH3:11])[CH3:10])([CH3:4])([CH3:3])[CH3:2].C(N(CC)CC)C.[CH3:23][S:24](Cl)(=[O:26])=[O:25].ClCCl. Product: [C:1]([O:5][C:6]([NH:7][C@H:8]([C:9]([CH3:12])([CH3:11])[CH3:10])[CH2:13][O:14][S:24]([CH3:23])(=[O:26])=[O:25])=[O:15])([CH3:4])([CH3:2])[CH3:3]. The catalyst class is: 30. (7) Reactant: [F:1][C:2]([F:34])([F:33])[C:3]1[CH:4]=[C:5]([CH2:13][C:14]([N:16]2[CH2:21][CH2:20][O:19][C:18]([CH2:30][CH2:31][OH:32])([C:22]3[CH:27]=[CH:26][C:25]([Cl:28])=[C:24]([Cl:29])[CH:23]=3)[CH2:17]2)=[O:15])[CH:6]=[C:7]([C:9]([F:12])([F:11])[F:10])[CH:8]=1.CN(C1C=CC=CN=1)C.C(N(CC)CC)C.[CH3:51][C:52]1[CH:57]=[CH:56][C:55]([S:58](Cl)(=[O:60])=[O:59])=[CH:54][CH:53]=1.Cl. Product: [CH3:51][C:52]1[CH:57]=[CH:56][C:55]([S:58]([O:32][CH2:31][CH2:30][C:18]2([C:22]3[CH:27]=[CH:26][C:25]([Cl:28])=[C:24]([Cl:29])[CH:23]=3)[O:19][CH2:20][CH2:21][N:16]([C:14](=[O:15])[CH2:13][C:5]3[CH:6]=[C:7]([C:9]([F:10])([F:11])[F:12])[CH:8]=[C:3]([C:2]([F:1])([F:33])[F:34])[CH:4]=3)[CH2:17]2)(=[O:60])=[O:59])=[CH:54][CH:53]=1. The catalyst class is: 34. (8) Reactant: [CH2:1]([O:8][C:9]1[C:14](=[O:15])[N:13]([CH3:16])[C:12]([N:17]2[CH2:22][CH2:21][CH2:20][CH2:19][S:18]2(=[O:24])=[O:23])=[N:11][C:10]=1[C:25]([OH:27])=O)[C:2]1[CH:7]=[CH:6][CH:5]=[CH:4][CH:3]=1.[Cl-].ClC=[N+](C)C.[F:34][C:35]1[CH:41]=[CH:40][C:38]([NH2:39])=[CH:37][CH:36]=1.N1C=CC=CC=1. Product: [F:34][C:35]1[CH:41]=[CH:40][C:38]([NH:39][C:25]([C:10]2[N:11]=[C:12]([N:17]3[CH2:22][CH2:21][CH2:20][CH2:19][S:18]3(=[O:24])=[O:23])[N:13]([CH3:16])[C:14](=[O:15])[C:9]=2[O:8][CH2:1][C:2]2[CH:3]=[CH:4][CH:5]=[CH:6][CH:7]=2)=[O:27])=[CH:37][CH:36]=1. The catalyst class is: 4. (9) Reactant: [Br:1][C:2]1[C:6]2=[C:7]3[C:12](=[CH:13][CH:14]=[C:5]2[S:4][C:3]=1[CH2:15][OH:16])[N:11]=[CH:10][CH:9]=[CH:8]3. Product: [Br:1][C:2]1[C:6]2=[C:7]3[C:12](=[CH:13][CH:14]=[C:5]2[S:4][C:3]=1[CH:15]=[O:16])[N:11]=[CH:10][CH:9]=[CH:8]3. The catalyst class is: 327.